Task: Predict which catalyst facilitates the given reaction.. Dataset: Catalyst prediction with 721,799 reactions and 888 catalyst types from USPTO (1) The catalyst class is: 6. Product: [NH2:12][C:13]1[N:18]=[C:17]([CH3:19])[C:16]2[CH:20]=[CH:21][C:22](=[O:23])[N:27]([C@@H:28]3[CH2:32][CH2:31][O:30][CH2:29]3)[C:15]=2[N:14]=1. Reactant: C1CCN2C(=NCCC2)CC1.[NH2:12][C:13]1[N:18]=[C:17]([CH3:19])[C:16](/[CH:20]=[CH:21]/[C:22](OCC)=[O:23])=[C:15]([NH:27][C@@H:28]2[CH2:32][CH2:31][O:30][CH2:29]2)[N:14]=1. (2) Reactant: P([O-])([O-])([O-])=O.[K+].[K+].[K+].COC(C)(C)C.[NH2:15][CH:16]([C:23]1[CH:28]=[CH:27][C:26]([O:29][CH3:30])=[CH:25][CH:24]=1)[CH2:17][C:18]([O:20]CC)=[O:19]. Product: [NH2:15][CH:16]([C:23]1[CH:24]=[CH:25][C:26]([O:29][CH3:30])=[CH:27][CH:28]=1)[CH2:17][C:18]([OH:20])=[O:19]. The catalyst class is: 21. (3) Reactant: [CH2:1]([O:3][C:4](=[O:20])[CH:5]([O:17][CH2:18][CH3:19])[CH2:6][C:7]1[CH:12]=[CH:11][C:10]([OH:13])=[CH:9][C:8]=1[O:14][CH2:15][CH3:16])[CH3:2].Cl[CH2:22][C:23]1[N:24]=[C:25]([C:29]2[CH:34]=[CH:33][CH:32]=[C:31]([Cl:35])[CH:30]=2)[O:26][C:27]=1[CH3:28].ClC1C=C(C=CC=1)C=O.O=P(Cl)(Cl)Cl.C(=O)([O-])[O-].[K+].[K+]. Product: [CH2:1]([O:3][C:4](=[O:20])[CH:5]([O:17][CH2:18][CH3:19])[CH2:6][C:7]1[CH:12]=[CH:11][C:10]([O:13][CH2:22][C:23]2[N:24]=[C:25]([C:29]3[CH:34]=[CH:33][CH:32]=[C:31]([Cl:35])[CH:30]=3)[O:26][C:27]=2[CH3:28])=[CH:9][C:8]=1[O:14][CH2:15][CH3:16])[CH3:2]. The catalyst class is: 9. (4) Reactant: C[O:2][C:3](=[O:20])[C@@H:4]([N:12]1[CH2:16][C:15]([O:17][CH3:18])=[CH:14][C:13]1=[O:19])[CH2:5][CH:6]1[CH2:11][CH2:10][CH2:9][CH2:8][CH2:7]1.O.[OH-].[Li+].Cl. Product: [CH:6]1([CH2:5][C@H:4]([N:12]2[CH2:16][C:15]([O:17][CH3:18])=[CH:14][C:13]2=[O:19])[C:3]([OH:20])=[O:2])[CH2:11][CH2:10][CH2:9][CH2:8][CH2:7]1. The catalyst class is: 30.